From a dataset of Forward reaction prediction with 1.9M reactions from USPTO patents (1976-2016). Predict the product of the given reaction. (1) Given the reactants [F:1][C:2]([F:45])([F:44])[C:3]1[CH:4]=[C:5]([CH:37]=[C:38]([C:40]([F:43])([F:42])[F:41])[CH:39]=1)[C:6]([O:8][C@H:9]1[CH2:13][N:12]([C:14]([O:16][C:17]([CH3:20])([CH3:19])[CH3:18])=[O:15])[C@@H:11]([CH2:21][O:22][Si:23]([C:26]([CH3:29])([CH3:28])[CH3:27])([CH3:25])[CH3:24])[C@@H:10]1[C:30]1[CH:35]=[CH:34][C:33]([F:36])=[CH:32][CH:31]=1)=O.[CH2:46]1COCC1, predict the reaction product. The product is: [F:43][C:40]([F:41])([F:42])[C:38]1[CH:37]=[C:5]([C:6]([O:8][C@H:9]2[CH2:13][N:12]([C:14]([O:16][C:17]([CH3:20])([CH3:19])[CH3:18])=[O:15])[C@@H:11]([CH2:21][O:22][Si:23]([C:26]([CH3:29])([CH3:28])[CH3:27])([CH3:25])[CH3:24])[C@@H:10]2[C:30]2[CH:35]=[CH:34][C:33]([F:36])=[CH:32][CH:31]=2)=[CH2:46])[CH:4]=[C:3]([C:2]([F:45])([F:44])[F:1])[CH:39]=1. (2) Given the reactants [Cl:1][C:2]1[CH:7]=[CH:6][C:5]([S:8]([NH:11][CH:12]2[CH2:15][CH2:14][CH2:13]2)(=[O:10])=[O:9])=[CH:4][C:3]=1[NH:16][C:17]1[S:18][CH2:19][C:20](=[O:22])[N:21]=1.[N:23]1[C:32]2[C:27](=[CH:28][C:29]([CH:33]=O)=[CH:30][CH:31]=2)[CH:26]=[CH:25][CH:24]=1.N1CCCCC1.Cl, predict the reaction product. The product is: [Cl:1][C:2]1[CH:7]=[CH:6][C:5]([S:8]([NH:11][CH:12]2[CH2:15][CH2:14][CH2:13]2)(=[O:10])=[O:9])=[CH:4][C:3]=1[NH:16][C:17]1[S:18]/[C:19](=[CH:33]\[C:29]2[CH:28]=[C:27]3[C:32](=[CH:31][CH:30]=2)[N:23]=[CH:24][CH:25]=[CH:26]3)/[C:20](=[O:22])[N:21]=1.